The task is: Regression. Given two drug SMILES strings and cell line genomic features, predict the synergy score measuring deviation from expected non-interaction effect.. This data is from NCI-60 drug combinations with 297,098 pairs across 59 cell lines. Drug 1: C1=CN(C(=O)N=C1N)C2C(C(C(O2)CO)O)O.Cl. Drug 2: CCC(=C(C1=CC=CC=C1)C2=CC=C(C=C2)OCCN(C)C)C3=CC=CC=C3.C(C(=O)O)C(CC(=O)O)(C(=O)O)O. Cell line: HCT116. Synergy scores: CSS=49.2, Synergy_ZIP=1.37, Synergy_Bliss=-1.41, Synergy_Loewe=-22.1, Synergy_HSA=-3.76.